From a dataset of Full USPTO retrosynthesis dataset with 1.9M reactions from patents (1976-2016). Predict the reactants needed to synthesize the given product. (1) Given the product [Cl:21][C:4]1[C:5](=[O:20])[N:6]([C:9]2[CH:14]=[CH:13][C:12]([O:15][C:16]([F:19])([F:18])[F:17])=[CH:11][CH:10]=2)[N:7]([CH3:8])[C:3]=1[CH2:2][N:29]1[CH2:30][CH:31]=[C:32]([C:35]2[CH:40]=[C:39]([Cl:41])[CH:38]=[CH:37][C:36]=2[CH3:42])[CH2:33][CH2:34]1, predict the reactants needed to synthesize it. The reactants are: Br[CH2:2][C:3]1[N:7]([CH3:8])[N:6]([C:9]2[CH:14]=[CH:13][C:12]([O:15][C:16]([F:19])([F:18])[F:17])=[CH:11][CH:10]=2)[C:5](=[O:20])[C:4]=1[Cl:21].C(OC([N:29]1[CH2:34][CH:33]=[C:32]([C:35]2[CH:40]=[C:39]([Cl:41])[CH:38]=[CH:37][C:36]=2[CH3:42])[CH2:31][CH2:30]1)=O)(C)(C)C.C(=O)([O-])[O-].[K+].[K+]. (2) Given the product [C:15]([C:10]1[CH:9]=[CH:8][C:7]2[S:6][C:5]3[C:14](=[CH:1][C:2]([C:15](=[O:19])[CH:16]([CH3:18])[CH3:17])=[CH:3][CH:4]=3)[CH2:13][C:12]=2[CH:11]=1)(=[O:19])[CH:16]([CH3:18])[CH3:17], predict the reactants needed to synthesize it. The reactants are: [CH:1]1[C:14]2[CH2:13][C:12]3[C:7](=[CH:8][CH:9]=[CH:10][CH:11]=3)[S:6][C:5]=2[CH:4]=[CH:3][CH:2]=1.[C:15](Cl)(=[O:19])[CH:16]([CH3:18])[CH3:17].[Cl-].[Al+3].[Cl-].[Cl-]. (3) The reactants are: [NH2:1][C:2]1[C:3]2[CH:11]=[CH:10][N:9]([C:12]3[C:17]([CH3:18])=[CH:16][C:15]([CH3:19])=[CH:14][C:13]=3[CH3:20])[C:4]=2[C:5](=[O:8])[NH:6][N:7]=1.[CH:21](=O)[CH2:22][CH3:23].CC(O)=O.[BH-](OC(C)=O)(OC(C)=O)OC(C)=O.[Na+]. Given the product [C:17]1([CH3:18])[CH:16]=[C:15]([CH3:19])[CH:14]=[C:13]([CH3:20])[C:12]=1[N:9]1[C:4]2[C:5](=[O:8])[NH:6][N:7]=[C:2]([NH:1][CH2:21][CH2:22][CH3:23])[C:3]=2[CH:11]=[CH:10]1, predict the reactants needed to synthesize it. (4) Given the product [Br:1][C:2]1[CH:7]=[CH:6][N:5]=[C:4]([O:8][CH:10]([F:15])[F:14])[CH:3]=1, predict the reactants needed to synthesize it. The reactants are: [Br:1][C:2]1[CH:7]=[CH:6][NH:5][C:4](=[O:8])[CH:3]=1.Cl[C:10]([F:15])([F:14])C([O-])=O.[Na+]. (5) Given the product [NH2:23][C:20]1[N:21]=[CH:22][C:17]([C:3]2[CH:4]=[CH:5][C:6]([C:25]3[CH:30]=[CH:29][CH:28]=[CH:27][C:26]=3[S:31]([C:34]3([C:39]([NH2:41])=[O:40])[CH2:38][CH2:37][CH2:36][CH2:35]3)(=[O:33])=[O:32])=[CH:7][C:2]=2[F:1])=[CH:18][N:19]=1, predict the reactants needed to synthesize it. The reactants are: [F:1][C:2]1[CH:7]=[C:6](B2OC(C)(C)C(C)(C)O2)[CH:5]=[CH:4][C:3]=1[C:17]1[CH:18]=[N:19][C:20]([NH2:23])=[N:21][CH:22]=1.Br[C:25]1[CH:30]=[CH:29][CH:28]=[CH:27][C:26]=1[S:31]([C:34]1([C:39]([NH2:41])=[O:40])[CH2:38][CH2:37][CH2:36][CH2:35]1)(=[O:33])=[O:32]. (6) Given the product [CH3:18][O:17][N:16]([CH3:15])[C:7](=[O:8])[C:6]1[CH:10]=[CH:11][C:3]([C:2]([F:13])([F:12])[F:1])=[N:4][CH:5]=1, predict the reactants needed to synthesize it. The reactants are: [F:1][C:2]([F:13])([F:12])[C:3]1[CH:11]=[CH:10][C:6]([C:7](Cl)=[O:8])=[CH:5][N:4]=1.Cl.[CH3:15][NH:16][O:17][CH3:18].C(N(C(C)C)CC)(C)C. (7) Given the product [CH3:28][S:29]([O:1][C:2]1[CH:7]=[C:6]([O:8][C:9]2[CH:10]=[N:11][C:12]([S:15]([CH3:18])(=[O:16])=[O:17])=[CH:13][CH:14]=2)[CH:5]=[CH:4][C:3]=1[NH:19][N:20]=[C:21]([CH3:27])[C:22]([O:24][CH2:25][CH3:26])=[O:23])(=[O:31])=[O:30], predict the reactants needed to synthesize it. The reactants are: [OH:1][C:2]1[CH:7]=[C:6]([O:8][C:9]2[CH:10]=[N:11][C:12]([S:15]([CH3:18])(=[O:17])=[O:16])=[CH:13][CH:14]=2)[CH:5]=[CH:4][C:3]=1[NH:19][N:20]=[C:21]([CH3:27])[C:22]([O:24][CH2:25][CH3:26])=[O:23].[CH3:28][S:29](Cl)(=[O:31])=[O:30].O. (8) Given the product [OH:1][C@@:2]([C@@:11]1([CH3:18])[O:16][CH2:15][CH2:14][N:13]([C:20]2[CH:24]=[CH:23][N:22]([C:25]3[CH:30]=[CH:29][N:28]=[N:27][CH:26]=3)[N:21]=2)[C:12]1=[O:17])([CH3:10])[C:3]([O:5][C:6]([CH3:7])([CH3:8])[CH3:9])=[O:4], predict the reactants needed to synthesize it. The reactants are: [OH:1][C@@:2]([C@@:11]1([CH3:18])[O:16][CH2:15][CH2:14][NH:13][C:12]1=[O:17])([CH3:10])[C:3]([O:5][C:6]([CH3:9])([CH3:8])[CH3:7])=[O:4].I[C:20]1[CH:24]=[CH:23][N:22]([C:25]2[CH:30]=[CH:29][N:28]=[N:27][CH:26]=2)[N:21]=1.C(=O)([O-])[O-].[Cs+].[Cs+].CN[C@@H]1CCCC[C@H]1NC.